The task is: Predict the reactants needed to synthesize the given product.. This data is from Full USPTO retrosynthesis dataset with 1.9M reactions from patents (1976-2016). (1) Given the product [OH:25][C:11]1[CH:10]=[C:9]([OH:27])[C:8]([C@@H:7]2[CH2:6][CH2:5][N:4]([CH3:29])[C@H:3]2[CH2:2][OH:1])=[C:17]2[C:12]=1[C:13](=[O:24])[CH:14]=[C:15]([C:18]1[CH:19]=[CH:20][CH:21]=[CH:22][CH:23]=1)[O:16]2, predict the reactants needed to synthesize it. The reactants are: [OH:1][CH2:2][C@H:3]1[C@H:7]([C:8]2[C:9]([O:27]C)=[CH:10][C:11]([O:25]C)=[C:12]3[C:17]=2[O:16][C:15]([C:18]2[CH:23]=[CH:22][CH:21]=[CH:20][CH:19]=2)=[CH:14][C:13]3=[O:24])[CH2:6][CH2:5][N:4]1[CH3:29].Cl.N1C=CC=CC=1. (2) Given the product [Cl:1][C:2]1[CH:3]=[C:4]2[C:9](=[CH:10][CH:11]=1)[C:8]([C:12]([F:22])([CH3:14])[CH3:13])=[N:7][N:6]=[CH:5]2, predict the reactants needed to synthesize it. The reactants are: [Cl:1][C:2]1[CH:3]=[C:4]2[C:9](=[CH:10][CH:11]=1)[C:8]([C:12](O)([CH3:14])[CH3:13])=[N:7][N:6]=[CH:5]2.CCN(S(F)(F)[F:22])CC.